Predict the product of the given reaction. From a dataset of Forward reaction prediction with 1.9M reactions from USPTO patents (1976-2016). (1) Given the reactants C(OC([N:8]1[CH2:13][CH2:12][N:11]([S:14]([C:17]2[S:18][CH:19]=[CH:20][CH:21]=2)(=[O:16])=[O:15])[CH2:10][CH2:9]1)=O)(C)(C)C.[ClH:22], predict the reaction product. The product is: [ClH:22].[S:18]1[CH:19]=[CH:20][CH:21]=[C:17]1[S:14]([N:11]1[CH2:10][CH2:9][NH:8][CH2:13][CH2:12]1)(=[O:16])=[O:15]. (2) Given the reactants [C:1]([O:5][C@@H:6]([C:11]1[C:40]([CH3:41])=[N:39][C:38]2=[CH:42][C:35]3=[N:36][N:37]2[C:12]=1[N:13]1[CH2:50][CH2:49][C:16]([CH3:51])([O:17][CH2:18][CH:19]=[CH:20][CH2:21][C@H:22]([CH3:48])[O:23][C:24]2[CH:25]=[CH:26][C:27]([C:44]([F:47])([F:46])[F:45])=[CH:28][C:29]=2[C:30]2[CH:43]=[C:34]3[CH:33]=[CH:32][CH:31]=2)[CH2:15][CH2:14]1)[C:7]([O:9][CH3:10])=[O:8])([CH3:4])([CH3:3])[CH3:2], predict the reaction product. The product is: [C:1]([O:5][C@@H:6]([C:11]1[C:40]([CH3:41])=[N:39][C:38]2=[CH:42][C:35]3=[N:36][N:37]2[C:12]=1[N:13]1[CH2:14][CH2:15][C:16]([CH3:51])([O:17][CH2:18][CH2:19][CH2:20][CH2:21][C@H:22]([CH3:48])[O:23][C:24]2[CH:25]=[CH:26][C:27]([C:44]([F:46])([F:45])[F:47])=[CH:28][C:29]=2[C:30]2[CH:43]=[C:34]3[CH:33]=[CH:32][CH:31]=2)[CH2:49][CH2:50]1)[C:7]([O:9][CH3:10])=[O:8])([CH3:4])([CH3:2])[CH3:3]. (3) Given the reactants [N:1]1[CH:6]=[CH:5][CH:4]=[CH:3][C:2]=1[C:7](=O)[CH2:8][C:9]1[C:18]2[C:13](=[CH:14][CH:15]=[CH:16][CH:17]=2)[N:12]=[CH:11][CH:10]=1.[NH+]1C=CC=CC=1.[NH2:26][C:27]([NH2:29])=[S:28], predict the reaction product. The product is: [N:1]1[CH:6]=[CH:5][CH:4]=[CH:3][C:2]=1[C:7]1[N:26]=[C:27]([NH2:29])[S:28][C:8]=1[C:9]1[C:18]2[C:13](=[CH:14][CH:15]=[CH:16][CH:17]=2)[N:12]=[CH:11][CH:10]=1. (4) Given the reactants [C:1]([NH2:9])(=[O:8])[C:2]1[CH:7]=[CH:6][CH:5]=[CH:4][CH:3]=1.C([O-])([O-])=O.[K+].[K+].[C@@H]1(N)CCCC[C@H]1N.Cl[C:25]1[CH:30]=[CH:29][C:28]([CH3:31])=[CH:27][CH:26]=1, predict the reaction product. The product is: [CH3:31][C:28]1[CH:29]=[CH:30][C:25]([NH:9][C:1](=[O:8])[C:2]2[CH:7]=[CH:6][CH:5]=[CH:4][CH:3]=2)=[CH:26][CH:27]=1. (5) Given the reactants [OH:1][C:2]1[CH:9]=[CH:8][C:5]([CH:6]=[O:7])=[CH:4][CH:3]=1.Cl[CH2:11][CH2:12][CH2:13][CH2:14][CH2:15][CH2:16][OH:17].C([O-])([O-])=O.[K+].[K+].O, predict the reaction product. The product is: [OH:17][CH2:16][CH2:15][CH2:14][CH2:13][CH2:12][CH2:11][O:1][C:2]1[CH:9]=[CH:8][C:5]([CH:6]=[O:7])=[CH:4][CH:3]=1. (6) Given the reactants [Br:1][C:2]1[CH:10]=[C:9]([Cl:11])[C:8]([CH2:12]Br)=[CH:7][C:3]=1[N:4]([CH3:6])[CH3:5].[C-:14]#[N:15].[K+].O, predict the reaction product. The product is: [Br:1][C:2]1[C:3]([N:4]([CH3:6])[CH3:5])=[CH:7][C:8]([CH2:12][C:14]#[N:15])=[C:9]([Cl:11])[CH:10]=1. (7) Given the reactants [C:1]([O:5][C:6](=[O:34])[N:7]([CH2:9][C:10]1[CH:11]=[N:12][C:13]([F:33])=[CH:14][C:15]=1[C:16]1[C:21]2[S:22][C:23]([C:25]3[C:30]([F:31])=[CH:29][N:28]=[C:27](Cl)[N:26]=3)=[CH:24][C:20]=2[CH:19]=[CH:18][CH:17]=1)[CH3:8])([CH3:4])([CH3:3])[CH3:2].C(N(CC)CC)C.FC(F)(F)C(O)=O.[NH2:49][CH2:50][CH2:51][N:52]1[CH:56]=[CH:55][NH:54][C:53]1=[O:57], predict the reaction product. The product is: [F:33][C:13]1[N:12]=[CH:11][C:10]([CH2:9][N:7]([CH3:8])[C:6](=[O:34])[O:5][C:1]([CH3:4])([CH3:3])[CH3:2])=[C:15]([C:16]2[C:21]3[S:22][C:23]([C:25]4[C:30]([F:31])=[CH:29][N:28]=[C:27]([NH:49][CH2:50][CH2:51][N:52]5[CH:56]=[CH:55][NH:54][C:53]5=[O:57])[N:26]=4)=[CH:24][C:20]=3[CH:19]=[CH:18][CH:17]=2)[CH:14]=1. (8) Given the reactants Br[C:2]1[CH:7]=[CH:6][N:5]=[C:4]2[CH:8]=[CH:9][S:10][C:3]=12.[Li]CCCC.CCCCCC.CO.O, predict the reaction product. The product is: [S:10]1[C:3]2[C:4](=[N:5][CH:6]=[CH:7][CH:2]=2)[CH:8]=[CH:9]1.